Dataset: Full USPTO retrosynthesis dataset with 1.9M reactions from patents (1976-2016). Task: Predict the reactants needed to synthesize the given product. (1) The reactants are: [CH:1]([O:3][CH2:4][CH3:5])=[O:2].ClC1C=[CH:11][C:10]([CH2:13]C(OCC)=O)=[CH:9]C=1.CC([O-])(C)C.[K+].[ClH:25].[CH:26]([NH2:29])([CH3:28])[CH3:27].C[C:31]([OH:33])=O.CC(OC(OC(OC(C)(C)C)=O)=O)(C)C.[CH2:49](N(CC)CC)[CH3:50].[C:56](O)(=O)[CH2:57][C:58]([CH2:63][C:64](O)=O)([C:60](O)=O)O.[OH2:69]. Given the product [C:10]([O:69][C:31]([N:29]([CH:26]([CH3:28])[CH3:27])/[CH:56]=[C:57](\[C:58]1[CH:63]=[CH:64][C:50]([Cl:25])=[CH:49][CH:60]=1)/[C:1]([O:3][CH2:4][CH3:5])=[O:2])=[O:33])([CH3:13])([CH3:11])[CH3:9], predict the reactants needed to synthesize it. (2) Given the product [NH2:1][C:2]1[CH:20]=[CH:19][C:5]([O:6][CH:7]2[CH2:11][CH2:10][N:9]([C:12]([O:14][C:15]([CH3:18])([CH3:17])[CH3:16])=[O:13])[CH2:8]2)=[CH:4][C:3]=1[CH2:22][CH3:23], predict the reactants needed to synthesize it. The reactants are: [NH2:1][C:2]1[CH:20]=[CH:19][C:5]([O:6][CH:7]2[CH2:11][CH2:10][N:9]([C:12]([O:14][C:15]([CH3:18])([CH3:17])[CH3:16])=[O:13])[CH2:8]2)=[CH:4][C:3]=1Br.[CH2:22](B(O)O)[CH3:23].[O-]P([O-])([O-])=O.[K+].[K+].[K+]. (3) Given the product [CH:1]([C:4]1[C:13]([NH2:14])=[C:12]2[C:7]([CH:8]=[CH:9][CH:10]=[N:11]2)=[CH:6][CH:5]=1)([CH3:3])[CH3:2], predict the reactants needed to synthesize it. The reactants are: [CH:1]([C:4]1[C:13]([N+:14]([O-])=O)=[C:12]2[C:7]([CH:8]=[CH:9][CH:10]=[N:11]2)=[CH:6][CH:5]=1)([CH3:3])[CH3:2].[Sn](Cl)Cl. (4) Given the product [CH3:25][O:26][C:27]1[CH:34]=[CH:33][C:30]([CH2:31][N:5]2[CH2:6][CH2:7][CH2:8][C:9]([O:15][C:16]3[CH:21]=[C:20]([F:22])[C:19]([F:23])=[C:18]([F:24])[CH:17]=3)([C:10]([O:12][CH2:13][CH3:14])=[O:11])[C:4]2=[O:3])=[CH:29][CH:28]=1, predict the reactants needed to synthesize it. The reactants are: [H-].[Na+].[O:3]=[C:4]1[C:9]([O:15][C:16]2[CH:21]=[C:20]([F:22])[C:19]([F:23])=[C:18]([F:24])[CH:17]=2)([C:10]([O:12][CH2:13][CH3:14])=[O:11])[CH2:8][CH2:7][CH2:6][NH:5]1.[CH3:25][O:26][C:27]1[CH:34]=[CH:33][C:30]([CH2:31]Cl)=[CH:29][CH:28]=1. (5) Given the product [C:17]([O:16][C:15](=[O:21])[NH:14][CH2:13][CH2:12][NH:11][C:1](=[O:10])[C:2]1[CH:8]=[CH:7][CH:6]=[CH:5][C:3]=1[OH:4])([CH3:20])([CH3:18])[CH3:19], predict the reactants needed to synthesize it. The reactants are: [C:1]([OH:10])(=O)[C:2]1[C:3](=[CH:5][CH:6]=[CH:7][CH:8]=1)[OH:4].[NH2:11][CH2:12][CH2:13][NH:14][C:15](=[O:21])[O:16][C:17]([CH3:20])([CH3:19])[CH3:18]. (6) Given the product [CH3:29][C:22]1[CH:23]=[C:24]([CH:27]=[CH:28][C:21]=1[NH:20][C:2]1[C:7]2[CH:8]=[CH:9][N:10]([CH3:11])[C:6]=2[C:5]([C:12]([N:14]2[CH2:19][CH2:18][O:17][CH2:16][CH2:15]2)=[O:13])=[CH:4][N:3]=1)[C:25]#[N:26], predict the reactants needed to synthesize it. The reactants are: Cl[C:2]1[C:7]2[CH:8]=[CH:9][N:10]([CH3:11])[C:6]=2[C:5]([C:12]([N:14]2[CH2:19][CH2:18][O:17][CH2:16][CH2:15]2)=[O:13])=[CH:4][N:3]=1.[NH2:20][C:21]1[CH:28]=[CH:27][C:24]([C:25]#[N:26])=[CH:23][C:22]=1[CH3:29].C(=O)([O-])[O-].[Cs+].[Cs+].C1(P(C2C=CC=CC=2)C2C3OC4C(=CC=CC=4P(C4C=CC=CC=4)C4C=CC=CC=4)C(C)(C)C=3C=CC=2)C=CC=CC=1. (7) Given the product [S:33]1[C:29]([C:16]2[C:10]3[CH2:9][N:8]([C:6]([O:5][C:1]([CH3:4])([CH3:3])[CH3:2])=[O:7])[CH2:13][CH2:12][C:11]=3[N:14]([CH2:20][O:21][CH2:22][CH2:23][Si:24]([CH3:27])([CH3:26])[CH3:25])[N:15]=2)=[CH:30][CH:31]=[N:32]1, predict the reactants needed to synthesize it. The reactants are: [C:1]([O:5][C:6]([N:8]1[CH2:13][CH2:12][C:11]2[N:14]([CH2:20][O:21][CH2:22][CH2:23][Si:24]([CH3:27])([CH3:26])[CH3:25])[N:15]=[C:16](B(O)O)[C:10]=2[CH2:9]1)=[O:7])([CH3:4])([CH3:3])[CH3:2].Br[C:29]1[S:33][N:32]=[CH:31][CH:30]=1.CC(C1C=C(C(C)C)C(C2C=CC=CC=2P(C2CCCCC2)C2CCCCC2)=C(C(C)C)C=1)C.C([O-])([O-])=O.[Na+].[Na+]. (8) Given the product [CH3:1][C:2]1[N:7]=[C:6]2[S:8][C:9]3[CH2:14][CH2:13][CH2:12][CH2:11][C:10]=3[C:5]2=[C:4]([C:15]2[CH:16]=[CH:17][C:18]([CH2:21][CH3:22])=[CH:19][CH:20]=2)[C:3]=1[CH:23]([CH2:28][CH2:29][CH3:30])[C:24]([OH:26])=[O:25], predict the reactants needed to synthesize it. The reactants are: [CH3:1][C:2]1[N:7]=[C:6]2[S:8][C:9]3[CH2:14][CH2:13][CH2:12][CH2:11][C:10]=3[C:5]2=[C:4]([C:15]2[CH:20]=[CH:19][C:18]([CH2:21][CH3:22])=[CH:17][CH:16]=2)[C:3]=1[CH:23]([CH2:28][CH2:29][CH3:30])[C:24]([O:26]C)=[O:25].[OH-].[Na+]. (9) The reactants are: [Cl:1][C:2]1[C:3]([F:35])=[N:4][C:5]([NH:29]CC(OC)=O)=[C:6]([Cl:28])[C:7]=1[O:8][C:9]1[CH:14]=[CH:13][C:12]([O:15]C)=[C:11]([C:17]([NH:19][CH2:20][CH2:21][C:22]2[CH:27]=[CH:26][CH:25]=[CH:24][CH:23]=2)=[O:18])[CH:10]=1.Cl.C[O:38][C:39](=[O:43])[CH2:40][CH2:41]N.Cl.COC(=O)CN. Given the product [Cl:1][C:2]1[C:3]([F:35])=[N:4][C:5]([NH:29][CH2:41][CH2:40][C:39]([OH:43])=[O:38])=[C:6]([Cl:28])[C:7]=1[O:8][C:9]1[CH:14]=[CH:13][C:12]([OH:15])=[C:11]([C:17]([NH:19][CH2:20][CH2:21][C:22]2[CH:27]=[CH:26][CH:25]=[CH:24][CH:23]=2)=[O:18])[CH:10]=1, predict the reactants needed to synthesize it. (10) The reactants are: [Cl:1][C:2]1[CH:3]=[C:4]([NH:16][C:17]2[C:26]3[C:21](=[CH:22][C:23]([O:38][CH2:39][CH3:40])=[C:24]([NH:27][C:28](=[O:37])/[CH:29]=[CH:30]/[C@H:31]4[CH2:35][CH2:34][CH2:33][N:32]4[CH3:36])[CH:25]=3)[N:20]=[CH:19][C:18]=2[C:41]#[N:42])[CH:5]=[CH:6][C:7]=1[O:8][CH2:9][C:10]1[CH:15]=[CH:14][CH:13]=[CH:12][N:11]=1.[CH3:43][S:44]([OH:47])(=[O:46])=[O:45].C(OCC)C. Given the product [CH3:43][S:44]([OH:47])(=[O:46])=[O:45].[CH3:43][S:44]([OH:47])(=[O:46])=[O:45].[CH3:43][S:44]([OH:47])(=[O:46])=[O:45].[Cl:1][C:2]1[CH:3]=[C:4]([NH:16][C:17]2[C:26]3[C:21](=[CH:22][C:23]([O:38][CH2:39][CH3:40])=[C:24]([NH:27][C:28](=[O:37])/[CH:29]=[CH:30]/[C@H:31]4[CH2:35][CH2:34][CH2:33][N:32]4[CH3:36])[CH:25]=3)[N:20]=[CH:19][C:18]=2[C:41]#[N:42])[CH:5]=[CH:6][C:7]=1[O:8][CH2:9][C:10]1[CH:15]=[CH:14][CH:13]=[CH:12][N:11]=1, predict the reactants needed to synthesize it.